Dataset: Experimentally validated miRNA-target interactions with 360,000+ pairs, plus equal number of negative samples. Task: Binary Classification. Given a miRNA mature sequence and a target amino acid sequence, predict their likelihood of interaction. (1) The miRNA is mmu-miR-212-3p with sequence UAACAGUCUCCAGUCACGGCCA. The protein sequence of the target gene is MKPIQKLLAGLILLTWCVEGCSSQHWSYGLRPGGKRDAENLIDSFQEIVKEVGQLAETQRFECTTHQPRSPLRDLKGALESLIEEETGQKKI. Result: 0 (no interaction). (2) The miRNA is hsa-miR-6772-5p with sequence UGGGUGUAGGCUGGAGCUGAGG. The protein sequence of the target gene is MELYLGACSKPAKVAVTKTVASVLAADTQQCRDGVHKTHFAGVGPAQLLDLPLGVKLPVIPGSNAVFYTTNFGEKLFRPSYGFNLTDPYCRLLENQYKSLHDPHLKAYYKRKDILKRLKKGGYITSNNKVVCTLRELNKYRQYLTSLKLDFERNYIKEQRILAKQLHNIPENNQIPQHCDVAQVQNWLLKEGTESIKDQERLMRHRYLDMISRKLEQLERTAEEQRLFLMDREERRQREHTRRKLTLRRKIEEEWKTKEMLLLTRMAEDVKREERIEEQQHRNREESDRKKQDLLEKKMA.... Result: 0 (no interaction).